This data is from Forward reaction prediction with 1.9M reactions from USPTO patents (1976-2016). The task is: Predict the product of the given reaction. (1) Given the reactants [F:1][C:2]1[CH:7]=[C:6]([F:8])[CH:5]=[CH:4][C:3]=1[CH:9]([OH:25])[CH2:10][NH:11][S:12]([C:15]1[C:16]2[CH2:23][CH2:22][CH2:21][C:20](=[O:24])[C:17]=2[S:18][CH:19]=1)(=[O:14])=[O:13].[C:26](=O)([O-])[O-].[K+].[K+].CI.C(OCC)(=O)C, predict the reaction product. The product is: [F:1][C:2]1[CH:7]=[C:6]([F:8])[CH:5]=[CH:4][C:3]=1[CH:9]([OH:25])[CH2:10][N:11]([CH3:26])[S:12]([C:15]1[C:16]2[CH2:23][CH2:22][CH2:21][C:20](=[O:24])[C:17]=2[S:18][CH:19]=1)(=[O:14])=[O:13]. (2) Given the reactants [C:1]1([N:7]2[CH:12]=[CH:11][C:10]([CH2:13][C:14]3[N:15]=[N:16][NH:17][CH:18]=3)=[C:9]([O:19]C)[C:8]2=[S:21])[CH:6]=[CH:5][CH:4]=[CH:3][CH:2]=1.B(Br)(Br)Br.C(Cl)Cl, predict the reaction product. The product is: [C:1]1([N:7]2[CH:12]=[CH:11][C:10]([CH2:13][C:14]3[N:15]=[N:16][NH:17][CH:18]=3)=[C:9]([OH:19])[C:8]2=[S:21])[CH:2]=[CH:3][CH:4]=[CH:5][CH:6]=1. (3) Given the reactants [CH3:1][C:2]1[O:3][C:4]([C:10]2[CH:15]=[CH:14][CH:13]=[CH:12][CH:11]=2)=[CH:5][C:6]=1[C:7](Cl)=[O:8].[F:16][C:17]([F:30])([F:29])[C:18]1[CH:19]=[C:20]([NH2:28])[CH:21]=[C:22]([C:24]([F:27])([F:26])[F:25])[CH:23]=1.C(N(CC)C(C)C)(C)C.Cl.C([O-])(O)=O.[Na+], predict the reaction product. The product is: [F:16][C:17]([F:29])([F:30])[C:18]1[CH:19]=[C:20]([NH:28][C:7]([C:6]2[CH:5]=[C:4]([C:10]3[CH:15]=[CH:14][CH:13]=[CH:12][CH:11]=3)[O:3][C:2]=2[CH3:1])=[O:8])[CH:21]=[C:22]([C:24]([F:25])([F:27])[F:26])[CH:23]=1. (4) Given the reactants [I-].Br[C:3]1[CH:4]=[C:5]2[C:9](=[CH:10][CH:11]=1)[N+:8]([CH2:12][CH3:13])=[C:7]([CH3:14])[C:6]2([CH3:16])[CH3:15].[CH2:17]([O:19][P:20]([O:24]CC)[O:21][CH2:22][CH3:23])[CH3:18], predict the reaction product. The product is: [CH2:17]([O:19][P:20]([C:3]1[CH:4]=[C:5]2[C:9](=[CH:10][CH:11]=1)[N:8]([CH2:12][CH3:13])[C:7](=[CH2:14])[C:6]2([CH3:16])[CH3:15])(=[O:24])[O:21][CH2:22][CH3:23])[CH3:18]. (5) The product is: [ClH:50].[NH2:1][C:2]1[CH:3]=[CH:4][C:5]([C:6]([N:8]2[CH2:14][C@H:13]([NH:15][C:16](=[O:28])[C@@H:17]([NH:19][CH3:20])[CH3:18])[C:12](=[O:29])[N:11]([CH2:30][C:31]3[C:40]4[C:35](=[CH:36][CH:37]=[CH:38][CH:39]=4)[CH:34]=[CH:33][C:32]=3[CH3:41])[C:10]3[CH:42]=[CH:43][CH:44]=[CH:45][C:9]2=3)=[O:7])=[CH:46][CH:47]=1. Given the reactants [NH2:1][C:2]1[CH:47]=[CH:46][C:5]([C:6]([N:8]2[CH2:14][C@H:13]([NH:15][C:16](=[O:28])[C@@H:17]([N:19](C)[C:20](=O)OC(C)(C)C)[CH3:18])[C:12](=[O:29])[N:11]([CH2:30][C:31]3[C:40]4[C:35](=[CH:36][CH:37]=[CH:38][CH:39]=4)[CH:34]=[CH:33][C:32]=3[CH3:41])[C:10]3[CH:42]=[CH:43][CH:44]=[CH:45][C:9]2=3)=[O:7])=[CH:4][CH:3]=1.CO.[ClH:50], predict the reaction product.